This data is from Catalyst prediction with 721,799 reactions and 888 catalyst types from USPTO. The task is: Predict which catalyst facilitates the given reaction. (1) Reactant: [O:1]1[CH:5]=[CH:4][CH:3]=[C:2]1[C:6]1[O:7][C:8]([CH3:36])=[C:9]([CH2:11][O:12][C:13]2[CH:33]=[CH:32][C:16]([CH2:17][O:18][C:19]3[CH:23]=[C:22]([CH:24]=O)[N:21]([C:26]4[CH:31]=[CH:30][CH:29]=[CH:28][CH:27]=4)[N:20]=3)=[CH:15][C:14]=2[O:34][CH3:35])[N:10]=1.C(OP([CH2:45][C:46]([O:48][CH2:49][CH3:50])=[O:47])(OCC)=O)C.[H-].[Na+]. Product: [O:1]1[CH:5]=[CH:4][CH:3]=[C:2]1[C:6]1[O:7][C:8]([CH3:36])=[C:9]([CH2:11][O:12][C:13]2[CH:33]=[CH:32][C:16]([CH2:17][O:18][C:19]3[CH:23]=[C:22](/[CH:24]=[CH:45]/[C:46]([O:48][CH2:49][CH3:50])=[O:47])[N:21]([C:26]4[CH:27]=[CH:28][CH:29]=[CH:30][CH:31]=4)[N:20]=3)=[CH:15][C:14]=2[O:34][CH3:35])[N:10]=1. The catalyst class is: 9. (2) Reactant: [S:1]1[C:5]2[CH:6]=[CH:7][CH:8]=[CH:9][C:4]=2[N:3]=[C:2]1[C:10]1[N:14]2[CH:15]=[C:16]([F:19])[CH:17]=[CH:18][C:13]2=[N:12][C:11]=1[NH2:20].[F:21][C:22]([F:28])([F:27])[CH2:23][C:24](Cl)=[O:25]. Product: [S:1]1[C:5]2[CH:6]=[CH:7][CH:8]=[CH:9][C:4]=2[N:3]=[C:2]1[C:10]1[N:14]2[CH:15]=[C:16]([F:19])[CH:17]=[CH:18][C:13]2=[N:12][C:11]=1[NH:20][C:24](=[O:25])[CH2:23][C:22]([F:28])([F:27])[F:21]. The catalyst class is: 17. (3) The catalyst class is: 120. Reactant: [CH3:1][O:2][C:3]([C:5]1[CH:6]=[CH:7][C:8]([C:11]([OH:13])=O)=[N:9][CH:10]=1)=[O:4].C(Cl)(=O)C(Cl)=O.[S:20]1[C:24]2[CH:25]=[CH:26][CH:27]=[CH:28][C:23]=2[C:22]([NH:29][CH2:30][CH2:31][NH2:32])=[N:21]1.C(N(CC)CC)C. Product: [S:20]1[C:24]2[CH:25]=[CH:26][CH:27]=[CH:28][C:23]=2[C:22]([NH:29][CH2:30][CH2:31][NH:32][C:11]([C:8]2[CH:7]=[CH:6][C:5]([C:3]([O:2][CH3:1])=[O:4])=[CH:10][N:9]=2)=[O:13])=[N:21]1. (4) Reactant: C(O)(C(F)(F)F)=O.[NH2:8][C:9]1[N:17]=[CH:16][N:15]=[C:14]2[C:10]=1[N:11]=[CH:12][N:13]2[C@H:18]1[C@@H:22]2[O:23]C(C)(C)[O:25][C@@H:21]2[C@@H:20]([CH2:28][N:29]([CH3:44])[CH2:30][CH2:31][CH2:32][N:33]2[C:41](=[O:42])[C:40]3[C:35](=[CH:36][CH:37]=[CH:38][CH:39]=3)[C:34]2=[O:43])[O:19]1. Product: [NH2:8][C:9]1[N:17]=[CH:16][N:15]=[C:14]2[C:10]=1[N:11]=[CH:12][N:13]2[C@@H:18]1[O:19][C@H:20]([CH2:28][N:29]([CH3:44])[CH2:30][CH2:31][CH2:32][N:33]2[C:34](=[O:43])[C:35]3[C:40](=[CH:39][CH:38]=[CH:37][CH:36]=3)[C:41]2=[O:42])[C@@H:21]([OH:25])[C@H:22]1[OH:23]. The catalyst class is: 6. (5) Reactant: [NH:1]1[C:9]2[C:4](=[CH:5][C:6]([NH:10][C:11]3[C:20]4[C:15](=[CH:16][CH:17]=[CH:18][CH:19]=4)[N:14]=[C:13]([C:21]4[CH:22]=[C:23]([CH:29]=[CH:30][CH:31]=4)[O:24][CH2:25][C:26]([OH:28])=O)[N:12]=3)=[CH:7][CH:8]=2)[CH:3]=[N:2]1.C1CN([P+](ON2N=NC3C=CC=CC2=3)(N2CCCC2)N2CCCC2)CC1.F[P-](F)(F)(F)(F)F.CCN(C(C)C)C(C)C.Cl.[O:75]1[CH2:80][CH2:79][CH:78]([NH2:81])[CH2:77][CH2:76]1. Product: [NH:1]1[C:9]2[C:4](=[CH:5][C:6]([NH:10][C:11]3[C:20]4[C:15](=[CH:16][CH:17]=[CH:18][CH:19]=4)[N:14]=[C:13]([C:21]4[CH:22]=[C:23]([CH:29]=[CH:30][CH:31]=4)[O:24][CH2:25][C:26]([NH:81][CH:78]4[CH2:79][CH2:80][O:75][CH2:76][CH2:77]4)=[O:28])[N:12]=3)=[CH:7][CH:8]=2)[CH:3]=[N:2]1. The catalyst class is: 59. (6) Reactant: [C:1]1([CH:7]([C:22]2[CH:27]=[CH:26][CH:25]=[CH:24][CH:23]=2)[N:8]2[CH2:11][C:10]([NH:14][CH2:15][C:16]3[CH:21]=[CH:20][CH:19]=[CH:18][CH:17]=3)([C:12]#N)[CH2:9]2)[CH:6]=[CH:5][CH:4]=[CH:3][CH:2]=1.[OH-:28].[Na+].[OH2:30].Cl. Product: [C:1]1([CH:7]([C:22]2[CH:27]=[CH:26][CH:25]=[CH:24][CH:23]=2)[N:8]2[CH2:11][C:10]([NH:14][CH2:15][C:16]3[CH:21]=[CH:20][CH:19]=[CH:18][CH:17]=3)([C:12]([OH:30])=[O:28])[CH2:9]2)[CH:6]=[CH:5][CH:4]=[CH:3][CH:2]=1. The catalyst class is: 8. (7) Reactant: [Cl:1][C:2]1[C:7]([C:8]([O:10]CC)=[O:9])=[CH:6][N:5]=[C:4]2[N:13]([CH2:16][CH3:17])[N:14]=[CH:15][C:3]=12.[OH-].[K+].Cl. Product: [Cl:1][C:2]1[C:7]([C:8]([OH:10])=[O:9])=[CH:6][N:5]=[C:4]2[N:13]([CH2:16][CH3:17])[N:14]=[CH:15][C:3]=12. The catalyst class is: 38.